Task: Predict the product of the given reaction.. Dataset: Forward reaction prediction with 1.9M reactions from USPTO patents (1976-2016) (1) The product is: [CH:27]([N:24]1[CH2:23][CH2:22][N:21]([C:17]2[N:16]=[C:15]([C:7]3[NH:6][C:5](=[O:33])[C:4]4[C:9](=[CH:10][C:11]([C:43]5[CH:44]=[CH:45][CH:46]=[CH:47][CH:49]=5)=[CH:12][C:3]=4[O:2][CH3:1])[N:8]=3)[CH:20]=[CH:19][CH:18]=2)[CH2:26][CH2:25]1)([CH3:51])[CH3:28]. Given the reactants [CH3:1][O:2][C:3]1[CH:12]=[C:11](OC)[CH:10]=[C:9]2[C:4]=1[C:5](=[O:33])[NH:6][C:7]([C:15]1[CH:20]=[CH:19][CH:18]=[C:17]([N:21]3[CH2:26][CH2:25][N:24]([CH2:27][CH2:28]S(C)(=O)=O)[CH2:23][CH2:22]3)[N:16]=1)=[N:8]2.C(N1CCN([C:43]2N=[C:47]([CH:49]=O)[CH:46]=[CH:45][CH:44]=2)CC1)(C)C.[CH3:51]C1C=CC(S(O)(=O)=O)=CC=1.OS([O-])=O.[Na+], predict the reaction product. (2) Given the reactants [Cl:1][C:2]1[CH:7]=[C:6]([O:8][C:9]2[CH:14]=[CH:13][C:12]([Cl:15])=[CH:11][CH:10]=2)[CH:5]=[CH:4][C:3]=1[C:16](=[O:26])[CH:17]([N:21]1[CH:25]=[N:24][CH:23]=[N:22]1)[CH2:18][CH:19]=[CH2:20].B1C2CCCC1CCC2.[OH-:36].[Na+].OO, predict the reaction product. The product is: [Cl:1][C:2]1[CH:7]=[C:6]([O:8][C:9]2[CH:14]=[CH:13][C:12]([Cl:15])=[CH:11][CH:10]=2)[CH:5]=[CH:4][C:3]=1[C:16]1([OH:36])[CH:17]([N:21]2[CH:25]=[N:24][CH:23]=[N:22]2)[CH2:18][CH2:19][CH2:20][O:26]1. (3) Given the reactants [CH3:1][C:2]1[CH:3]=[C:4]([CH:8]=[CH:9][C:10]=1[C:11]([N:13]1[CH2:17][CH2:16][CH2:15][CH2:14]1)=[O:12])[C:5]([OH:7])=O.CN(C(ON1N=NC2C=CC=CC1=2)=[N+](C)C)C.[B-](F)(F)(F)F.C(N(C(C)C)CC)(C)C.[Cl:49][C:50]1[CH:66]=[CH:65][C:53]2[NH:54][C:55]([CH:57]([NH2:64])[C:58]3[CH:63]=[CH:62][CH:61]=[CH:60][CH:59]=3)=[N:56][C:52]=2[CH:51]=1.ClCl, predict the reaction product. The product is: [Cl:49][C:50]1[CH:66]=[CH:65][C:53]2[NH:54][C:55]([CH:57]([C:58]3[CH:63]=[CH:62][CH:61]=[CH:60][CH:59]=3)[NH:64][C:5](=[O:7])[C:4]3[CH:8]=[CH:9][C:10]([C:11]([N:13]4[CH2:17][CH2:16][CH2:15][CH2:14]4)=[O:12])=[C:2]([CH3:1])[CH:3]=3)=[N:56][C:52]=2[CH:51]=1. (4) Given the reactants [CH3:1][C:2]1([CH3:16])[C:6]([CH3:8])([CH3:7])[O:5][B:4]([C:9]2[CH:14]=[CH:13][C:12]([NH2:15])=[CH:11][CH:10]=2)[O:3]1.[C:17]1([S:23](Cl)(=[O:25])=[O:24])[CH:22]=[CH:21][CH:20]=[CH:19][CH:18]=1, predict the reaction product. The product is: [CH3:8][C:6]1([CH3:7])[C:2]([CH3:16])([CH3:1])[O:3][B:4]([C:9]2[CH:14]=[CH:13][C:12]([NH:15][S:23]([C:17]3[CH:22]=[CH:21][CH:20]=[CH:19][CH:18]=3)(=[O:25])=[O:24])=[CH:11][CH:10]=2)[O:5]1. (5) The product is: [Br:26][C:17]1[C:12]([F:11])=[CH:13][C:14]([C:19]2([CH2:24][CH3:25])[O:20][CH2:21][CH2:22][O:23]2)=[CH:15][C:16]=1[F:18]. Given the reactants C([Li])CCC.O1CCCC1.[F:11][C:12]1[CH:13]=[C:14]([C:19]2([CH2:24][CH3:25])[O:23][CH2:22][CH2:21][O:20]2)[CH:15]=[C:16]([F:18])[CH:17]=1.[Br:26]C(Cl)(Cl)C(Br)(Cl)Cl, predict the reaction product. (6) Given the reactants C(Cl)(=O)C(Cl)=O.CS(C)=O.[C:11]([O:15][C:16]([N:18]1[CH2:25][CH2:24][C:21]2([CH2:23][CH2:22]2)[CH:20]([OH:26])[CH2:19]1)=[O:17])([CH3:14])([CH3:13])[CH3:12].C(N(CC)CC)C, predict the reaction product. The product is: [C:11]([O:15][C:16]([N:18]1[CH2:25][CH2:24][C:21]2([CH2:23][CH2:22]2)[C:20](=[O:26])[CH2:19]1)=[O:17])([CH3:14])([CH3:12])[CH3:13].